From a dataset of Forward reaction prediction with 1.9M reactions from USPTO patents (1976-2016). Predict the product of the given reaction. (1) Given the reactants [OH:1][CH2:2][CH2:3][C:4]([CH3:12])([CH3:11])[CH2:5][C:6]([O:8][CH2:9][CH3:10])=[O:7].CC(OI1(OC(C)=O)(OC(C)=O)OC(=O)C2C=CC=CC1=2)=O, predict the reaction product. The product is: [CH3:12][C:4]([CH3:11])([CH2:3][CH:2]=[O:1])[CH2:5][C:6]([O:8][CH2:9][CH3:10])=[O:7]. (2) Given the reactants [CH3:1][C:2]([C:4]1[CH:5]=[CH:6][CH:7]=[C:8]([OH:10])[CH:9]=1)=[O:3].C(N(CC)CC)C.[CH:18]1([N:24]=[C:25]=[O:26])[CH2:23][CH2:22][CH2:21][CH2:20][CH2:19]1, predict the reaction product. The product is: [CH:18]1([NH:24][C:25](=[O:26])[O:10][C:8]2[CH:7]=[CH:6][CH:5]=[C:4]([C:2](=[O:3])[CH3:1])[CH:9]=2)[CH2:23][CH2:22][CH2:21][CH2:20][CH2:19]1. (3) Given the reactants [CH3:1][S:2][C:3]1[CH:8]=[CH:7][C:6]([C:9](=O)[CH2:10][C:11]([O:13]C)=O)=[CH:5][CH:4]=1.[C:16]1([NH:22][NH2:23])[CH:21]=[CH:20][CH:19]=[CH:18][CH:17]=1, predict the reaction product. The product is: [CH3:1][S:2][C:3]1[CH:4]=[CH:5][C:6]([C:9]2[CH:10]=[C:11]([OH:13])[N:22]([C:16]3[CH:21]=[CH:20][CH:19]=[CH:18][CH:17]=3)[N:23]=2)=[CH:7][CH:8]=1. (4) Given the reactants [Cl:1][C:2]1[CH:3]=[C:4]([CH:7]=[CH:8][CH:9]=1)[CH2:5][OH:6].[C:10](Cl)([Cl:12])=[O:11], predict the reaction product. The product is: [Cl:12][C:10]([O:6][CH2:5][C:4]1[CH:7]=[CH:8][CH:9]=[C:2]([Cl:1])[CH:3]=1)=[O:11]. (5) Given the reactants [CH:1]1([C:5]([C:7]2[CH:12]=[CH:11][C:10]([S:13][CH3:14])=[CH:9][CH:8]=2)=O)[CH2:4][CH2:3][CH2:2]1.C([O-])([O-])=O.[K+].[K+].C(O)COCCO.O.NN, predict the reaction product. The product is: [CH:1]1([CH2:5][C:7]2[CH:8]=[CH:9][C:10]([S:13][CH3:14])=[CH:11][CH:12]=2)[CH2:2][CH2:3][CH2:4]1.